This data is from Reaction yield outcomes from USPTO patents with 853,638 reactions. The task is: Predict the reaction yield, written as a fraction of the theoretical maximum amount of product (1.0 means a 100% yield; for example, 0.34 means a 34% yield). The reactants are [C:1]([C:3]1[CH:8]=[N:7][N:6]2[CH:9]=[C:10]([C:13]([OH:15])=[O:14])[C:11]([CH3:12])=[C:5]2[C:4]=1[NH:16][C:17]1[CH:22]=[CH:21][C:20]([O:23][C:24]2[CH:29]=[CH:28][CH:27]=[CH:26][C:25]=2[O:30][C:31]([C:34](=[O:39])[NH:35][CH2:36][CH2:37][OH:38])([CH3:33])[CH3:32])=[CH:19][CH:18]=1)#[N:2].CCN(C(C)C)C(C)C.[CH3:49][C:50]([Si:53](Cl)([CH3:55])[CH3:54])([CH3:52])[CH3:51].[OH-].[Na+]. The catalyst is CN(C1C=CN=CC=1)C.C1COCC1. The product is [C:50]([Si:53]([CH3:55])([CH3:54])[O:38][CH2:37][CH2:36][NH:35][C:34]([C:31]([CH3:33])([O:30][C:25]1[CH:26]=[CH:27][CH:28]=[CH:29][C:24]=1[O:23][C:20]1[CH:19]=[CH:18][C:17]([NH:16][C:4]2[C:5]3[N:6]([CH:9]=[C:10]([C:13]([OH:15])=[O:14])[C:11]=3[CH3:12])[N:7]=[CH:8][C:3]=2[C:1]#[N:2])=[CH:22][CH:21]=1)[CH3:32])=[O:39])([CH3:52])([CH3:51])[CH3:49]. The yield is 0.380.